From a dataset of Catalyst prediction with 721,799 reactions and 888 catalyst types from USPTO. Predict which catalyst facilitates the given reaction. (1) Reactant: [CH3:1][O:2][C:3]1[N:8]=[C:7]([C:9]2[N:13]3[CH2:14][CH2:15][CH2:16][C@@:17]([C:28]([OH:31])([CH3:30])[CH3:29])([O:18][C:19]4[CH:24]=[C:23]([F:25])[C:22]([F:26])=[C:21]([F:27])[CH:20]=4)[C:12]3=[N:11][N:10]=2)[CH:6]=[CH:5][C:4]=1[N:32]1[CH:36]=[C:35]([CH3:37])[N:34]=[CH:33]1.[P:38](=O)([OH:41])([OH:40])[OH:39]. Product: [P:38]([O:31][C:28]([C@@:17]1([O:18][C:19]2[CH:24]=[C:23]([F:25])[C:22]([F:26])=[C:21]([F:27])[CH:20]=2)[CH2:16][CH2:15][CH2:14][N:13]2[C:9]([C:7]3[CH:6]=[CH:5][C:4]([N:32]4[CH:36]=[C:35]([CH3:37])[N:34]=[CH:33]4)=[C:3]([O:2][CH3:1])[N:8]=3)=[N:10][N:11]=[C:12]12)([CH3:30])[CH3:29])([OH:41])([OH:40])=[O:39]. The catalyst class is: 41. (2) Reactant: [Cl:1][C:2]1[C:3]([OH:11])=[C:4]([CH:8]=[CH:9][CH:10]=1)[C:5]([OH:7])=O.[CH2:12]([NH:14][CH2:15][CH3:16])[CH3:13].F[P-](F)(F)(F)(F)F.N1(O[P+](N2CCCC2)(N2CCCC2)N2CCCC2)C2C=CC=CC=2N=N1. Product: [CH2:12]([N:14]([CH2:15][CH3:16])[C:5](=[O:7])[C:4]1[CH:8]=[CH:9][CH:10]=[C:2]([Cl:1])[C:3]=1[OH:11])[CH3:13]. The catalyst class is: 2. (3) Reactant: [C:1]([O:4][C:5]1[CH:6]=[C:7]2[C:12](=[CH:13][C:14]=1[O:15][CH3:16])[N:11]=[CH:10][N:9]=[C:8]2[Cl:17])(=[O:3])[CH3:2].[Cl:18][C:19]1[CH:20]=[C:21]([NH2:26])[CH:22]=[CH:23][C:24]=1[F:25]. Product: [ClH:17].[C:1]([O:4][C:5]1[CH:6]=[C:7]2[C:12](=[CH:13][C:14]=1[O:15][CH3:16])[N:11]=[CH:10][N:9]=[C:8]2[NH:26][C:21]1[CH:22]=[CH:23][C:24]([F:25])=[C:19]([Cl:18])[CH:20]=1)(=[O:3])[CH3:2]. The catalyst class is: 32. (4) Reactant: [F:1][C:2]1[CH:18]=[CH:17][C:16]([O:19][CH3:20])=[CH:15][C:3]=1[O:4][Si:5]([CH:12]([CH3:14])[CH3:13])([CH:9]([CH3:11])[CH3:10])[CH:6]([CH3:8])[CH3:7].CN(CCN(CCN(C)C)C)C.C([Li])CCC.[CH:38](N1CCOCC1)=[O:39].Cl. Product: [F:1][C:2]1[C:3]([O:4][Si:5]([CH:6]([CH3:7])[CH3:8])([CH:12]([CH3:13])[CH3:14])[CH:9]([CH3:11])[CH3:10])=[CH:15][C:16]([O:19][CH3:20])=[CH:17][C:18]=1[CH:38]=[O:39]. The catalyst class is: 1. (5) Reactant: [O:1]=[C:2]1[CH2:7][CH2:6][CH2:5][CH:4]([C:8]([OH:10])=[O:9])[CH2:3]1.C(Cl)CCl.[CH2:15](O)[C:16]1[CH:21]=[CH:20][CH:19]=[CH:18][CH:17]=1. Product: [O:1]=[C:2]1[CH2:7][CH2:6][CH2:5][CH:4]([C:8]([O:10][CH2:15][C:16]2[CH:21]=[CH:20][CH:19]=[CH:18][CH:17]=2)=[O:9])[CH2:3]1. The catalyst class is: 64. (6) Reactant: [C:1](Cl)(=[O:3])[CH3:2].[CH3:5][N:6]1[C:14]2[CH:13]=[C:12]([C:15]3[CH:20]=[CH:19][C:18]([O:21][CH2:22][CH2:23][CH2:24][NH:25][CH3:26])=[C:17]([C:27]([F:30])([F:29])[F:28])[CH:16]=3)[N:11]=[C:10]([C:31]#[N:32])[C:9]=2[N:8]=[CH:7]1.C(N(C(C)C)CC)(C)C. Product: [C:1]([N:25]([CH2:24][CH2:23][CH2:22][O:21][C:18]1[CH:19]=[CH:20][C:15]([C:12]2[N:11]=[C:10]([C:31]#[N:32])[C:9]3[N:8]=[CH:7][N:6]([CH3:5])[C:14]=3[CH:13]=2)=[CH:16][C:17]=1[C:27]([F:30])([F:29])[F:28])[CH3:26])(=[O:3])[CH3:2]. The catalyst class is: 1. (7) Reactant: [OH:1][C:2]1[CH:15]=[CH:14][C:13]2[C:12](=[O:16])[C:11]3[C:6](=[CH:7][CH:8]=[C:9]([OH:17])[CH:10]=3)[C:5](=[O:18])[C:4]=2[CH:3]=1.Cl[CH2:20][CH2:21][O:22][CH2:23][CH2:24][O:25][CH2:26][CH2:27][OH:28].[I-].[Na+].[C:31]([O-:34])([O-])=O.[K+].[K+]. Product: [OH:28][CH2:27][CH2:26][O:25][CH2:24][CH2:23][O:22][CH2:21][CH2:20][O:1][C:2]1[CH:15]=[CH:14][C:13]2[C:12](=[O:16])[C:11]3[C:6](=[CH:7][CH:8]=[C:9]([O:17][CH2:20][CH2:21][O:22][CH2:23][CH2:24][O:25][CH2:26][CH2:31][OH:34])[CH:10]=3)[C:5](=[O:18])[C:4]=2[CH:3]=1. The catalyst class is: 18. (8) Reactant: [CH2:1]([C:3]1([CH2:14][CH3:15])[O:7][B:6]([OH:8])[C:5]2[CH:9]=[C:10]([CH3:13])[CH:11]=[CH:12][C:4]1=2)[CH3:2].C1C(=O)N([Br:23])C(=O)C1. Product: [Br:23][CH2:13][C:10]1[CH:11]=[CH:12][C:4]2[C:3]([CH2:1][CH3:2])([CH2:14][CH3:15])[O:7][B:6]([OH:8])[C:5]=2[CH:9]=1. The catalyst class is: 53. (9) The catalyst class is: 5. Reactant: [Br:1][C:2]1[CH:9]=[CH:8][C:5]([CH:6]=[O:7])=[C:4]([F:10])[CH:3]=1.O.[C:12]1(C)C=CC(S(O)(=O)=O)=CC=1.[C:23]([O-:26])([O-])=O.[Na+].[Na+]. Product: [Br:1][C:2]1[CH:9]=[CH:8][C:5]([CH:6]([O:26][CH3:23])[O:7][CH3:12])=[C:4]([F:10])[CH:3]=1.